Dataset: Reaction yield outcomes from USPTO patents with 853,638 reactions. Task: Predict the reaction yield, written as a fraction of the theoretical maximum amount of product (1.0 means a 100% yield; for example, 0.34 means a 34% yield). (1) The reactants are [CH:1]1([CH2:4][OH:5])[CH2:3][CH2:2]1.[H-].[Na+].F[C:9]1[CH:14]=[C:13]([F:15])[CH:12]=[CH:11][C:10]=1[N+:16]([O-:18])=[O:17]. The catalyst is C1COCC1. The product is [CH:1]1([CH2:4][O:5][C:9]2[CH:14]=[C:13]([F:15])[CH:12]=[CH:11][C:10]=2[N+:16]([O-:18])=[O:17])[CH2:3][CH2:2]1. The yield is 0.860. (2) The reactants are [NH:1]1[C:5]2[CH:6]=[CH:7][CH:8]=[CH:9][C:4]=2[N:3]=[C:2]1[CH2:10][N:11]1[C:15]2[CH:16]=[CH:17][CH:18]=[CH:19][C:14]=2[N:13]=[N:12]1.[C:20]([NH2:24])(=[O:23])[CH:21]=[CH2:22]. The catalyst is N1C=CC=CC=1.CO.C(=O)(O)[O-].[Na+]. The product is [N:11]1([CH2:10][C:2]2[N:1]([CH2:22][CH2:21][C:20]([NH2:24])=[O:23])[C:5]3[CH:6]=[CH:7][CH:8]=[CH:9][C:4]=3[N:3]=2)[C:15]2[CH:16]=[CH:17][CH:18]=[CH:19][C:14]=2[N:13]=[N:12]1. The yield is 0.330. (3) The reactants are C(CCNC1C=CC(C2C=C(C3C=CC([C:28]([O:30][CH2:31][CH3:32])=[O:29])=CC=3)C=CC=2CC=C)=CC=1C(C)(C)C)(=O)C.C12BC(CCC1)CCC2.[OH-].[Na+].OO.[C:50]([CH2:53][CH2:54][NH:55][C:56]1[CH:61]=[CH:60][C:59]([C:62]2[CH:63]=[C:64]([C:72]3[CH:77]=[CH:76][C:75](C(OCC)=O)=[CH:74][CH:73]=3)[CH:65]=[CH:66][C:67]=2[CH2:68][CH2:69][CH2:70][OH:71])=[CH:58][C:57]=1[C:83]([CH3:86])([CH3:85])[CH3:84])(=[O:52])[CH3:51]. No catalyst specified. The product is [C:50]([CH2:53][CH2:54][NH:55][C:56]1[CH:61]=[CH:60][C:59]([C:62]2[C:67]([CH2:68][CH2:69][CH2:70][OH:71])([C:28]([O:30][CH2:31][CH3:32])=[O:29])[CH2:66][CH:65]=[C:64]([C:72]3[CH:77]=[CH:76][CH:75]=[CH:74][CH:73]=3)[CH:63]=2)=[CH:58][C:57]=1[C:83]([CH3:85])([CH3:84])[CH3:86])(=[O:52])[CH3:51]. The yield is 1.00. (4) The reactants are [CH3:1][O:2][C:3]1[CH:4]=[C:5]2[C:9](=[CH:10][CH:11]=1)[NH:8][CH:7]=[C:6]2[C:12]1[N:24]([S:25]([C:28]2[CH:34]=[CH:33][C:31]([CH3:32])=[CH:30][CH:29]=2)(=[O:27])=[O:26])[C:15]2=[N:16][CH:17]=[C:18]3[CH:22]=[N:21][N:20]([CH3:23])[C:19]3=[C:14]2[CH:13]=1.[H-].[Na+].Cl[CH2:38][CH:39]1[CH2:41][O:40]1. The catalyst is CN(C=O)C. The product is [CH3:1][O:2][C:3]1[CH:4]=[C:5]2[C:9](=[CH:10][CH:11]=1)[N:8]([CH2:38][CH:39]1[CH2:41][O:40]1)[CH:7]=[C:6]2[C:12]1[N:24]([S:25]([C:28]2[CH:34]=[CH:33][C:31]([CH3:32])=[CH:30][CH:29]=2)(=[O:27])=[O:26])[C:15]2=[N:16][CH:17]=[C:18]3[CH:22]=[N:21][N:20]([CH3:23])[C:19]3=[C:14]2[CH:13]=1. The yield is 1.00. (5) The reactants are [NH2:1][C:2]1[C:3]2[C:10]([C:11]3[CH:12]=[C:13]4[C:17](=[CH:18][CH:19]=3)[N:16]([C:20](=[O:29])[CH2:21][C:22]3[CH:27]=[CH:26][CH:25]=[C:24]([CH3:28])[CH:23]=3)[CH2:15][CH2:14]4)=[CH:9][N:8]([CH:30]3[CH2:35][CH2:34][N:33](C(OC(C)(C)C)=O)[CH2:32][CH2:31]3)[C:4]=2[N:5]=[CH:6][N:7]=1.Cl. The catalyst is O1CCOCC1. The product is [CH3:28][C:24]1[CH:23]=[C:22]([CH2:21][C:20]([N:16]2[C:17]3[C:13](=[CH:12][C:11]([C:10]4[C:3]5[C:2]([NH2:1])=[N:7][CH:6]=[N:5][C:4]=5[N:8]([CH:30]5[CH2:35][CH2:34][NH:33][CH2:32][CH2:31]5)[CH:9]=4)=[CH:19][CH:18]=3)[CH2:14][CH2:15]2)=[O:29])[CH:27]=[CH:26][CH:25]=1. The yield is 0.800. (6) The yield is 0.890. The reactants are [Br:1][C:2]1[CH:8]=[CH:7][CH:6]=[CH:5][C:3]=1[NH2:4].C(N(CC)CC)C.[F:16][C:17]([F:28])([F:27])[C:18](O[C:18](=[O:19])[C:17]([F:28])([F:27])[F:16])=[O:19]. The catalyst is ClCCl. The product is [Br:1][C:2]1[CH:8]=[CH:7][CH:6]=[CH:5][C:3]=1[NH:4][C:18](=[O:19])[C:17]([F:28])([F:27])[F:16]. (7) The reactants are [NH2:1][CH:2]1[CH2:10][C:9]2[C:4](=[CH:5][CH:6]=[C:7]([S:11]C(=O)N(C)C)[CH:8]=2)[CH2:3]1.[OH-].[K+].Br[C:20]([CH3:29])([CH3:28])[C:21]([O:23][C:24]([CH3:27])([CH3:26])[CH3:25])=[O:22]. The catalyst is CO. The product is [C:24]([O:23][C:21](=[O:22])[C:20]([S:11][C:7]1[CH:8]=[C:9]2[C:4](=[CH:5][CH:6]=1)[CH2:3][CH:2]([NH2:1])[CH2:10]2)([CH3:29])[CH3:28])([CH3:27])([CH3:26])[CH3:25]. The yield is 0.760.